From a dataset of Full USPTO retrosynthesis dataset with 1.9M reactions from patents (1976-2016). Predict the reactants needed to synthesize the given product. (1) Given the product [Br:1][C:2]1[CH:3]=[C:4]([OH:9])[C:5](/[CH:10]=[CH:11]\[CH3:12])=[N:6][CH:7]=1, predict the reactants needed to synthesize it. The reactants are: [Br:1][C:2]1[CH:3]=[C:4]([OH:9])[C:5](I)=[N:6][CH:7]=1.[CH:10](/B(O)O)=[CH:11]/[CH3:12].C(=O)([O-])[O-].[K+].[K+]. (2) Given the product [F:1][C:2]1[CH:3]=[CH:4][C:5]([N+:9]([O-:11])=[O:10])=[C:6]([O:8][CH2:19][CH2:20][CH2:21][CH2:22][CH3:23])[CH:7]=1, predict the reactants needed to synthesize it. The reactants are: [F:1][C:2]1[CH:3]=[CH:4][C:5]([N+:9]([O-:11])=[O:10])=[C:6]([OH:8])[CH:7]=1.C([O-])([O-])=O.[K+].[K+].I[CH2:19][CH2:20][CH2:21][CH2:22][CH3:23]. (3) The reactants are: [Si:1]([O:18][CH2:19][C:20]1[N:21]=[CH:22][N:23]([CH2:25][O:26][CH2:27][CH3:28])[CH:24]=1)([C:14]([CH3:17])([CH3:16])[CH3:15])([C:8]1[CH:13]=[CH:12][CH:11]=[CH:10][CH:9]=1)[C:2]1[CH:7]=[CH:6][CH:5]=[CH:4][CH:3]=1.C([Li])CCC.CON(C)[C:37](=[O:41])[CH:38]([F:40])[F:39].[Cl-].[NH4+]. Given the product [Si:1]([O:18][CH2:19][C:20]1[N:21]=[C:22]([C:37](=[O:41])[CH:38]([F:40])[F:39])[N:23]([CH2:25][O:26][CH2:27][CH3:28])[CH:24]=1)([C:14]([CH3:15])([CH3:16])[CH3:17])([C:8]1[CH:9]=[CH:10][CH:11]=[CH:12][CH:13]=1)[C:2]1[CH:7]=[CH:6][CH:5]=[CH:4][CH:3]=1, predict the reactants needed to synthesize it.